From a dataset of Peptide-MHC class I binding affinity with 185,985 pairs from IEDB/IMGT. Regression. Given a peptide amino acid sequence and an MHC pseudo amino acid sequence, predict their binding affinity value. This is MHC class I binding data. (1) The peptide sequence is FELLHFISS. The MHC is HLA-B39:01 with pseudo-sequence HLA-B39:01. The binding affinity (normalized) is 0.0847. (2) The peptide sequence is GIADFIIFK. The MHC is HLA-B57:01 with pseudo-sequence HLA-B57:01. The binding affinity (normalized) is 0.0847. (3) The peptide sequence is FATTPVCEY. The MHC is HLA-B51:01 with pseudo-sequence HLA-B51:01. The binding affinity (normalized) is 0.0847. (4) The MHC is HLA-A68:02 with pseudo-sequence HLA-A68:02. The binding affinity (normalized) is 0.478. The peptide sequence is EMKTQLEEL. (5) The peptide sequence is ITDNGPMPY. The MHC is HLA-A33:01 with pseudo-sequence HLA-A33:01. The binding affinity (normalized) is 0.318. (6) The binding affinity (normalized) is 0.546. The peptide sequence is SSHNHIPGY. The MHC is HLA-A26:01 with pseudo-sequence HLA-A26:01.